From a dataset of Forward reaction prediction with 1.9M reactions from USPTO patents (1976-2016). Predict the product of the given reaction. (1) Given the reactants O[CH2:2][C@H:3]([N:5]([CH2:13][C:14]1[CH:19]=[CH:18][CH:17]=[CH:16][C:15]=1[NH:20][S:21]([C:24]1[CH:29]=[CH:28][CH:27]=[CH:26][C:25]=1[N+:30]([O-:32])=[O:31])(=[O:23])=[O:22])[C:6](=[O:12])[O:7][C:8]([CH3:11])([CH3:10])[CH3:9])[CH3:4].C1(P(C2C=CC=CC=2)C2C=CC=CC=2)C=CC=CC=1.N(C(OC(C)C)=O)=NC(OC(C)C)=O, predict the reaction product. The product is: [CH3:2][C@@H:3]1[CH2:4][N:20]([S:21]([C:24]2[CH:29]=[CH:28][CH:27]=[CH:26][C:25]=2[N+:30]([O-:32])=[O:31])(=[O:23])=[O:22])[C:15]2[CH:16]=[CH:17][CH:18]=[CH:19][C:14]=2[CH2:13][N:5]1[C:6]([O:7][C:8]([CH3:11])([CH3:10])[CH3:9])=[O:12]. (2) Given the reactants [F:1][C:2]([F:30])([F:29])[C:3]1[CH:8]=[CH:7][C:6]([C:9]2[CH:14]=[CH:13][C:12]([CH2:15][CH:16]([O:19][C:20]3[CH:28]=[CH:27][C:23]([C:24](O)=[O:25])=[CH:22][CH:21]=3)[CH2:17][CH3:18])=[CH:11][CH:10]=2)=[CH:5][CH:4]=1.C1CN([P+](ON2N=NC3C=CC=CC2=3)(N2CCCC2)N2CCCC2)CC1.F[P-](F)(F)(F)(F)F.Cl.[CH3:65][O:66][C:67](=[O:71])[CH2:68][CH2:69][NH2:70].C(N(C(C)C)C(C)C)C, predict the reaction product. The product is: [CH3:65][O:66][C:67](=[O:71])[CH2:68][CH2:69][NH:70][C:24](=[O:25])[C:23]1[CH:27]=[CH:28][C:20]([O:19][CH:16]([CH2:15][C:12]2[CH:13]=[CH:14][C:9]([C:6]3[CH:7]=[CH:8][C:3]([C:2]([F:30])([F:29])[F:1])=[CH:4][CH:5]=3)=[CH:10][CH:11]=2)[CH2:17][CH3:18])=[CH:21][CH:22]=1. (3) Given the reactants [OH:1][C:2]1[CH:3]=[C:4]2[C:8](=[CH:9][CH:10]=1)[NH:7][CH:6]=[CH:5]2.[P:11](Cl)(Cl)(Cl)=[O:12].Cl.[CH:17]([O:20][C:21](=[O:25])[C@H:22]([CH3:24])[NH2:23])([CH3:19])[CH3:18].FC1C(O)=C(F)C(F)=C(F)C=1F.[F:38][C@:39]1([CH3:55])[C@H:43]([OH:44])[C@@H:42]([CH2:45][OH:46])[O:41][C@H:40]1[N:47]1[CH:54]=[CH:53][C:51](=[O:52])[NH:50][C:48]1=[O:49], predict the reaction product. The product is: [CH:17]([O:20][C:21](=[O:25])[C@@H:22]([NH:23][P:11]([O:1][C:2]1[CH:3]=[C:4]2[C:8](=[CH:9][CH:10]=1)[NH:7][CH:6]=[CH:5]2)([O:46][CH2:45][C@@H:42]1[C@@H:43]([OH:44])[C@:39]([F:38])([CH3:55])[C@H:40]([N:47]2[CH:54]=[CH:53][C:51](=[O:52])[NH:50][C:48]2=[O:49])[O:41]1)=[O:12])[CH3:24])([CH3:19])[CH3:18].